Task: Predict the reactants needed to synthesize the given product.. Dataset: Full USPTO retrosynthesis dataset with 1.9M reactions from patents (1976-2016) (1) Given the product [CH2:30]([O:32][C:33]1[CH:34]=[CH:35][C:36]([S:39]([N:42]([CH2:50][C:51]2[CH:60]=[CH:59][C:54]([C:55]([OH:57])=[O:56])=[C:53]([F:61])[CH:52]=2)[CH2:43][C:44]2[CH:49]=[CH:48][CH:47]=[CH:46][N:45]=2)(=[O:40])=[O:41])=[CH:37][CH:38]=1)[CH3:31], predict the reactants needed to synthesize it. The reactants are: ClC1C=CC(S(N(CC2C=CC(C(O)=O)=CC=2)CC2C=CC(F)=CC=2)(=O)=O)=CC=1.[CH2:30]([O:32][C:33]1[CH:38]=[CH:37][C:36]([S:39]([N:42]([CH2:50][C:51]2[CH:60]=[CH:59][C:54]([C:55]([O:57]C)=[O:56])=[C:53]([F:61])[CH:52]=2)[CH2:43][C:44]2[CH:49]=[CH:48][CH:47]=[CH:46][N:45]=2)(=[O:41])=[O:40])=[CH:35][CH:34]=1)[CH3:31]. (2) Given the product [Cl:71][C:64]1[C:63]([F:72])=[C:62]([C:59]2[CH:60]=[CH:61][N:57]([CH2:56][C@@H:55]([NH:54][C:7]([C:5]3[NH:6][C:2]([CH3:1])=[N:3][CH:4]=3)=[O:9])[CH3:73])[N:58]=2)[CH:69]=[C:68]([F:70])[C:65]=1[C:66]#[N:67], predict the reactants needed to synthesize it. The reactants are: [CH3:1][C:2]1[NH:3][CH:4]=[C:5]([C:7]([OH:9])=O)[N:6]=1.CCN=C=NCCCN(C)C.CCN(C(C)C)C(C)C.CN(C(ON1N=NC2C=CC=CC1=2)=[N+](C)C)C.F[P-](F)(F)(F)(F)F.[NH2:54][C@@H:55]([CH3:73])[CH2:56][N:57]1[CH:61]=[CH:60][C:59]([C:62]2[CH:69]=[C:68]([F:70])[C:65]([C:66]#[N:67])=[C:64]([Cl:71])[C:63]=2[F:72])=[N:58]1. (3) Given the product [CH3:22][NH:23][C:19]([C:17]1[CH:16]=[CH:15][C:13]2[NH:14][C:10]([C:3]3[C:4]4[C:9](=[CH:8][CH:7]=[CH:6][CH:5]=4)[NH:1][N:2]=3)=[N:11][C:12]=2[CH:18]=1)=[O:21], predict the reactants needed to synthesize it. The reactants are: [NH:1]1[C:9]2[C:4](=[CH:5][CH:6]=[CH:7][CH:8]=2)[C:3]([C:10]2[NH:14][C:13]3[CH:15]=[CH:16][C:17]([C:19]([OH:21])=O)=[CH:18][C:12]=3[N:11]=2)=[N:2]1.[CH3:22][NH2:23]. (4) Given the product [CH2:1]([O:8][C:9]1[C:18]2[CH:17]=[N:16][CH:15]=[N:14][C:13]=2[N:12]([O:19][CH2:20][C:21]2[CH:22]=[CH:23][CH:24]=[CH:25][CH:26]=2)[C:11](=[O:27])[C:10]=1[I:28])[C:2]1[CH:7]=[CH:6][CH:5]=[CH:4][CH:3]=1, predict the reactants needed to synthesize it. The reactants are: [CH2:1]([O:8][C:9]1[C:18]2[CH:17]=[N:16][CH:15]=[N:14][C:13]=2[N:12]([O:19][CH2:20][C:21]2[CH:26]=[CH:25][CH:24]=[CH:23][CH:22]=2)[C:11](=[O:27])[CH:10]=1)[C:2]1[CH:7]=[CH:6][CH:5]=[CH:4][CH:3]=1.[I:28]N1C(=O)CCC1=O.C(OCC)(=O)C.C(=O)(O)[O-].[Na+]. (5) Given the product [N:64]1([C:62]([C:57]2[CH:58]=[CH:59][C:60]3[NH:61][C:51]([C:47]4[C:46]([NH:45][C:43]([C:42]5[C:37]6[O:36][CH2:35][CH2:34][O:33][C:38]=6[CH:39]=[CH:40][CH:41]=5)=[O:44])=[CH:50][NH:49][N:48]=4)=[N:54][C:55]=3[CH:56]=2)=[O:63])[CH2:69][CH2:68][O:67][CH2:66][CH2:65]1, predict the reactants needed to synthesize it. The reactants are: ClC1C=CC=C(Cl)C=1C(NC1C(C2NC3C=CC(CN4CCOCC4)=CC=3N=2)=NNC=1)=O.[O:33]1[C:38]2[CH:39]=[CH:40][CH:41]=[C:42]([C:43]([NH:45][C:46]3[C:47]([C:51](O)=O)=[N:48][NH:49][CH:50]=3)=[O:44])[C:37]=2[O:36][CH2:35][CH2:34]1.[NH2:54][C:55]1[CH:56]=[C:57]([C:62]([N:64]2[CH2:69][CH2:68][O:67][CH2:66][CH2:65]2)=[O:63])[CH:58]=[CH:59][C:60]=1[NH2:61].